This data is from Reaction yield outcomes from USPTO patents with 853,638 reactions. The task is: Predict the reaction yield, written as a fraction of the theoretical maximum amount of product (1.0 means a 100% yield; for example, 0.34 means a 34% yield). (1) The reactants are [Br:1][C:2]1[CH:10]=[C:9]2[C:5]([CH:6]=[C:7]([C:11]([O:13][CH2:14][CH3:15])=[O:12])[NH:8]2)=[CH:4][CH:3]=1.[H-].[Na+].Cl[CH2:19][C:20]#[N:21].O. The catalyst is CN(C=O)C. The product is [Br:1][C:2]1[CH:10]=[C:9]2[C:5]([CH:6]=[C:7]([C:11]([O:13][CH2:14][CH3:15])=[O:12])[N:8]2[CH2:19][C:20]#[N:21])=[CH:4][CH:3]=1. The yield is 0.950. (2) The reactants are [CH:1]1([CH2:4][O:5][C:6]2[CH:13]=[CH:12][C:9]([CH:10]=[O:11])=[CH:8][C:7]=2[OH:14])[CH2:3][CH2:2]1.[CH3:15][S:16](Cl)(=[O:18])=[O:17]. The catalyst is C(Cl)Cl. The product is [CH3:15][S:16]([O:14][C:7]1[CH:8]=[C:9]([CH:10]=[O:11])[CH:12]=[CH:13][C:6]=1[O:5][CH2:4][CH:1]1[CH2:3][CH2:2]1)(=[O:18])=[O:17]. The yield is 0.910. (3) The reactants are Cl[CH2:2][CH:3]1[CH:5]([C:6]([O:8]CC)=O)[C:4]1([C:12]1[CH:17]=[CH:16][CH:15]=[C:14]([C:18]#[N:19])[CH:13]=1)[CH3:11].C(=O)([O-])O.[Na+].[C:25]1([CH2:31][CH2:32][CH2:33][NH2:34])[CH:30]=[CH:29][CH:28]=[CH:27][CH:26]=1.O. The catalyst is CN(C)C=O. The product is [CH3:11][C:4]1([C:12]2[CH:13]=[C:14]([CH:15]=[CH:16][CH:17]=2)[C:18]#[N:19])[CH:5]2[CH:3]1[CH2:2][N:34]([CH2:33][CH2:32][CH2:31][C:25]1[CH:30]=[CH:29][CH:28]=[CH:27][CH:26]=1)[C:6]2=[O:8]. The yield is 0.400. (4) The reactants are C1C[C@H]2N(C[C@H]3[C@@H]4CCCCN4C[C@@H]2C3)CC1.[Li]C(CC)C.[C:23]([N:30]1[CH2:34][CH2:33][CH2:32][CH2:31]1)([O:25][C:26]([CH3:29])([CH3:28])[CH3:27])=[O:24].[CH2:35]([N:42]([CH2:53][C:54]1[CH:59]=[CH:58][CH:57]=[CH:56][CH:55]=1)[C@@H:43]([CH2:46][C:47]1[CH:52]=[CH:51][CH:50]=[CH:49][CH:48]=1)[CH:44]=[O:45])[C:36]1[CH:41]=[CH:40][CH:39]=[CH:38][CH:37]=1. The catalyst is CCOCC.O. The product is [CH2:53]([N:42]([CH2:35][C:36]1[CH:37]=[CH:38][CH:39]=[CH:40][CH:41]=1)[C@@H:43]([CH2:46][C:47]1[CH:48]=[CH:49][CH:50]=[CH:51][CH:52]=1)[C@@H:44]([C@H:34]1[CH2:33][CH2:32][CH2:31][N:30]1[C:23]([O:25][C:26]([CH3:29])([CH3:28])[CH3:27])=[O:24])[OH:45])[C:54]1[CH:55]=[CH:56][CH:57]=[CH:58][CH:59]=1. The yield is 0.430. (5) The yield is 0.540. The reactants are [CH2:1]([N:4]([C:9]([O:11][C:12]([CH3:15])([CH3:14])[CH3:13])=[O:10])[CH2:5][C:6]([OH:8])=O)[CH:2]=[CH2:3].C(N(CC)CC)C.C(Cl)(=O)C(C)(C)C.Cl.[CH3:31][NH:32][O:33][CH3:34]. The product is [CH2:1]([N:4]([CH2:5][C:6]([N:32]([O:33][CH3:34])[CH3:31])=[O:8])[C:9](=[O:10])[O:11][C:12]([CH3:15])([CH3:14])[CH3:13])[CH:2]=[CH2:3]. The catalyst is O1CCCC1. (6) The reactants are [NH2:1][C:2]1[C:10]([C:11]([F:14])([F:13])[F:12])=[CH:9][CH:8]=[CH:7][C:3]=1[C:4]([OH:6])=O.N1[CH:19]=[CH:18]N=C1.C(Cl)(=O)C.Cl.[NH2:25][CH:26]1[CH2:31][CH2:30][C:29](=[O:32])[NH:28][C:27]1=[O:33].P(OC1C=CC=CC=1)(OC1C=CC=CC=1)OC1C=CC=CC=1. The catalyst is C(#N)C.O. The product is [CH3:18][C:19]1[N:25]([CH:26]2[CH2:31][CH2:30][C:29](=[O:32])[NH:28][C:27]2=[O:33])[C:4](=[O:6])[C:3]2[C:2](=[C:10]([C:11]([F:14])([F:13])[F:12])[CH:9]=[CH:8][CH:7]=2)[N:1]=1. The yield is 0.100. (7) The reactants are [F:1][C:2]1[C:7]([F:8])=[CH:6][CH:5]=[CH:4][C:3]=1[C@@H:9]1[CH2:19][C@@H:18]([OH:20])[C@@H:17]([OH:21])[C:12]2=[N:13][CH:14]=[CH:15][CH:16]=[C:11]2[CH2:10]1.N1([C:27]([N:29]2[CH2:34][CH2:33][CH:32]([N:35]3[C:43]4[C:38](=[N:39][CH:40]=[CH:41][CH:42]=4)[NH:37][C:36]3=[O:44])[CH2:31][CH2:30]2)=[O:28])C=CN=C1.CC(C)([O-])C.[K+]. The catalyst is O1CCCC1. The product is [O:44]=[C:36]1[NH:37][C:38]2=[N:39][CH:40]=[CH:41][CH:42]=[C:43]2[N:35]1[CH:32]1[CH2:31][CH2:30][N:29]([C:27]([O:21][C@H:17]2[C:12]3=[N:13][CH:14]=[CH:15][CH:16]=[C:11]3[CH2:10][C@H:9]([C:3]3[CH:4]=[CH:5][CH:6]=[C:7]([F:8])[C:2]=3[F:1])[CH2:19][C@H:18]2[OH:20])=[O:28])[CH2:34][CH2:33]1. The yield is 0.140. (8) The reactants are [Cl:1][C:2]1[C:3]([C:8]2([OH:18])[CH2:17][CH2:16][C:11]3([O:15][CH2:14][CH2:13][O:12]3)[CH2:10][CH2:9]2)=[N:4][CH:5]=[CH:6][CH:7]=1.[H-].[Na+].[CH3:21]I. The catalyst is O1CCCC1. The product is [Cl:1][C:2]1[C:3]([C:8]2([O:18][CH3:21])[CH2:17][CH2:16][C:11]3([O:15][CH2:14][CH2:13][O:12]3)[CH2:10][CH2:9]2)=[N:4][CH:5]=[CH:6][CH:7]=1. The yield is 0.940. (9) The reactants are C([Cl:4])(=O)C.[NH2:5][C:6]1[NH:10][N:9]=[C:8]([NH:11][C:12]2[CH:17]=[C:16]([C:18]([F:21])([F:20])[F:19])[C:15]([C:22]3[CH:27]=[CH:26][C:25]([S:28]([NH:31][CH2:32][CH2:33][N:34](C)[C:35](=O)OC(C)(C)C)(=[O:30])=[O:29])=[CH:24][CH:23]=3)=[C:14]([Cl:43])[CH:13]=2)[N:7]=1. The catalyst is CO. The product is [ClH:4].[NH2:5][C:6]1[NH:10][N:9]=[C:8]([NH:11][C:12]2[CH:17]=[C:16]([C:18]([F:21])([F:20])[F:19])[C:15]([C:22]3[CH:27]=[CH:26][C:25]([S:28]([NH:31][CH2:32][CH2:33][NH:34][CH3:35])(=[O:30])=[O:29])=[CH:24][CH:23]=3)=[C:14]([Cl:43])[CH:13]=2)[N:7]=1. The yield is 0.990.